Dataset: Full USPTO retrosynthesis dataset with 1.9M reactions from patents (1976-2016). Task: Predict the reactants needed to synthesize the given product. (1) Given the product [C:1]([C:3]1[CH:4]=[CH:5][C:6]([O:7][C:8]2[CH:9]=[C:10]([CH:20]=[C:21]([O:23][C:24]3[CH:25]=[CH:26][C:27]([C:30]#[N:31])=[CH:28][CH:29]=3)[CH:22]=2)[C:11]([NH:13][CH:14]2[CH2:15][CH2:16][N:17]([CH2:35][CH2:36][OH:37])[CH2:18][CH2:19]2)=[O:12])=[CH:32][CH:33]=1)#[N:2], predict the reactants needed to synthesize it. The reactants are: [C:1]([C:3]1[CH:33]=[CH:32][C:6]([O:7][C:8]2[CH:9]=[C:10]([CH:20]=[C:21]([O:23][C:24]3[CH:29]=[CH:28][C:27]([C:30]#[N:31])=[CH:26][CH:25]=3)[CH:22]=2)[C:11]([NH:13][CH:14]2[CH2:19][CH2:18][NH:17][CH2:16][CH2:15]2)=[O:12])=[CH:5][CH:4]=1)#[N:2].Br[CH2:35][CH2:36][OH:37]. (2) Given the product [N+:8]([C:6]1[CH:5]=[CH:4][C:3]2[N:11]3[CH2:16][CH2:15][CH2:14][CH2:13][CH:12]3[CH2:17][O:18][C:2]=2[CH:7]=1)([O-:10])=[O:9], predict the reactants needed to synthesize it. The reactants are: F[C:2]1[CH:7]=[C:6]([N+:8]([O-:10])=[O:9])[CH:5]=[CH:4][C:3]=1[N:11]1[CH2:16][CH2:15][CH2:14][CH2:13][CH:12]1[CH2:17][OH:18].[H-].[Na+].P([O-])([O-])([O-])=O. (3) Given the product [Cl:1][C:2]1[N:6]2[CH:7]=[C:8]([O:15][CH3:16])[CH:9]=[C:10]([C:11]([F:12])([F:14])[F:13])[C:5]2=[N:4][C:3]=1[C:17]([N:34]1[CH2:35][CH2:36][CH:37]([N:40]2[CH2:44][CH2:43][O:42][C:41]2=[O:45])[CH2:38][CH2:39]1)=[O:18], predict the reactants needed to synthesize it. The reactants are: [Cl:1][C:2]1[N:6]2[CH:7]=[C:8]([O:15][CH3:16])[CH:9]=[C:10]([C:11]([F:14])([F:13])[F:12])[C:5]2=[N:4][C:3]=1[C:17](OC)=[O:18].[OH-].[Na+].Cl.C(N(C(C)C)C(C)C)C.Cl.[NH:34]1[CH2:39][CH2:38][CH:37]([N:40]2[CH2:44][CH2:43][O:42][C:41]2=[O:45])[CH2:36][CH2:35]1.F[P-](F)(F)(F)(F)F.C[NH2+]C. (4) Given the product [CH2:7]([C:17]1[CH2:18][CH2:19][C:15](=[O:14])[CH:16]=1)[CH2:8][CH2:9][CH2:10][CH:11]=[CH2:12], predict the reactants needed to synthesize it. The reactants are: C1COCC1.Br[CH2:7][CH2:8][CH2:9][CH2:10][CH:11]=[CH2:12].C[O:14][C:15]1[CH2:19][CH2:18][C:17](=O)[CH:16]=1. (5) The reactants are: [C:1]([O:5][C:6](=[O:19])[NH:7][CH2:8][CH2:9][C:10]1[CH:15]=[CH:14][C:13]([N+:16]([O-])=O)=[CH:12][CH:11]=1)([CH3:4])([CH3:3])[CH3:2].C([O-])=O.[NH4+]. Given the product [C:1]([O:5][C:6](=[O:19])[NH:7][CH2:8][CH2:9][C:10]1[CH:15]=[CH:14][C:13]([NH2:16])=[CH:12][CH:11]=1)([CH3:4])([CH3:2])[CH3:3], predict the reactants needed to synthesize it. (6) Given the product [Br:1][CH2:2][CH2:3][N:4]1[C:13]2[C:8](=[CH:9][C:10]([C:16](=[O:23])[C:17]3[CH:22]=[CH:21][CH:20]=[CH:19][CH:18]=3)=[CH:11][CH:12]=2)[C:7]([CH3:15])([CH3:14])[CH2:6][CH2:5]1, predict the reactants needed to synthesize it. The reactants are: [Br:1][CH2:2][CH2:3][N:4]1[C:13]2[C:8](=[CH:9][CH:10]=[CH:11][CH:12]=2)[C:7]([CH3:15])([CH3:14])[CH2:6][CH2:5]1.[C:16](Cl)(=[O:23])[C:17]1[CH:22]=[CH:21][CH:20]=[CH:19][CH:18]=1. (7) Given the product [CH2:41]([N:20]([CH2:21][CH2:22][C:23]([F:24])([F:26])[F:25])[C:7]1[C:6]([C:4]([N:3]([O:2][CH3:1])[CH3:27])=[O:5])=[CH:10][N:9]([CH2:11][C:12]2[CH:13]=[CH:14][C:15]([O:18][CH3:19])=[CH:16][CH:17]=2)[N:8]=1)[CH:40]=[CH2:39], predict the reactants needed to synthesize it. The reactants are: [CH3:1][O:2][N:3]([CH3:27])[C:4]([C:6]1[C:7]([NH:20][CH2:21][CH2:22][C:23]([F:26])([F:25])[F:24])=[N:8][N:9]([CH2:11][C:12]2[CH:17]=[CH:16][C:15]([O:18][CH3:19])=[CH:14][CH:13]=2)[CH:10]=1)=[O:5].[Li+].C[Si]([N-][Si](C)(C)C)(C)C.Br[CH2:39][CH:40]=[CH2:41]. (8) Given the product [CH2:17]([O:19][C:20]([C:21]1[S:7][C:6]([C:5]2[CH:9]=[CH:10][C:11]([O:12][CH2:13][CH:14]([CH3:16])[CH3:15])=[C:3]([C:1]#[N:2])[CH:4]=2)=[N:8][C:22]=1[CH3:24])=[O:26])[CH3:18], predict the reactants needed to synthesize it. The reactants are: [C:1]([C:3]1[CH:4]=[C:5]([CH:9]=[CH:10][C:11]=1[O:12][CH2:13][CH:14]([CH3:16])[CH3:15])[C:6]([NH2:8])=[S:7])#[N:2].[CH2:17]([O:19][C:20](=[O:26])[CH:21](Cl)[C:22]([CH3:24])=O)[CH3:18].